From a dataset of NCI-60 drug combinations with 297,098 pairs across 59 cell lines. Regression. Given two drug SMILES strings and cell line genomic features, predict the synergy score measuring deviation from expected non-interaction effect. Synergy scores: CSS=-1.92, Synergy_ZIP=0.367, Synergy_Bliss=-0.0153, Synergy_Loewe=-9.09, Synergy_HSA=-5.55. Drug 1: CS(=O)(=O)CCNCC1=CC=C(O1)C2=CC3=C(C=C2)N=CN=C3NC4=CC(=C(C=C4)OCC5=CC(=CC=C5)F)Cl. Drug 2: CCN(CC)CCNC(=O)C1=C(NC(=C1C)C=C2C3=C(C=CC(=C3)F)NC2=O)C. Cell line: SF-268.